Dataset: Full USPTO retrosynthesis dataset with 1.9M reactions from patents (1976-2016). Task: Predict the reactants needed to synthesize the given product. (1) Given the product [Br:1][C:2]1[CH:7]=[CH:6][C:5]([NH:13][CH2:14][C:15]2([OH:21])[CH2:20][CH2:19][CH2:18][CH2:17][CH2:16]2)=[C:4]([N+:9]([O-:11])=[O:10])[CH:3]=1, predict the reactants needed to synthesize it. The reactants are: [Br:1][C:2]1[CH:7]=[CH:6][C:5](F)=[C:4]([N+:9]([O-:11])=[O:10])[CH:3]=1.Cl.[NH2:13][CH2:14][C:15]1([OH:21])[CH2:20][CH2:19][CH2:18][CH2:17][CH2:16]1.C(N(CC)C(C)C)(C)C. (2) Given the product [OH:9][C:4]1[CH:3]=[C:2]([B:15]([OH:18])[OH:16])[CH:8]=[CH:7][C:5]=1[OH:6], predict the reactants needed to synthesize it. The reactants are: Br[C:2]1[CH:3]=[C:4]([OH:9])[C:5](=[CH:7][CH:8]=1)[OH:6].[Li]CCCC.[B:15](OC)([O:18]C)[O:16]C.Cl.